From a dataset of Catalyst prediction with 721,799 reactions and 888 catalyst types from USPTO. Predict which catalyst facilitates the given reaction. (1) Reactant: [Cl:1][C:2]1[CH:15]=[CH:14][C:5]([C:6]([NH:8][CH2:9][C:10]([F:13])([F:12])[F:11])=[O:7])=[C:4]([C:16]2[CH:21]=[C:20]([O:22]C)[N:19]=[CH:18][N:17]=2)[CH:3]=1.[Si](I)(C)(C)C.[O-]S([O-])(=S)=O.[Na+].[Na+]. Product: [Cl:1][C:2]1[CH:15]=[CH:14][C:5]([C:6]([NH:8][CH2:9][C:10]([F:13])([F:11])[F:12])=[O:7])=[C:4]([C:16]2[CH:21]=[C:20]([OH:22])[N:19]=[CH:18][N:17]=2)[CH:3]=1. The catalyst class is: 10. (2) Reactant: [C:1]([C:3]1[CH:4]=[C:5]([CH:10]=[C:11]([CH:15]2[CH2:17][CH2:16]2)[C:12]=1[O:13][CH3:14])[C:6]([O:8]C)=[O:7])#[N:2].O.[OH-].[Li+]. Product: [C:1]([C:3]1[CH:4]=[C:5]([CH:10]=[C:11]([CH:15]2[CH2:16][CH2:17]2)[C:12]=1[O:13][CH3:14])[C:6]([OH:8])=[O:7])#[N:2]. The catalyst class is: 30.